From a dataset of Full USPTO retrosynthesis dataset with 1.9M reactions from patents (1976-2016). Predict the reactants needed to synthesize the given product. (1) Given the product [Br:1][C:2]1[CH:7]=[C:6]([NH2:8])[CH:5]=[CH:4][C:3]=1[Cl:11], predict the reactants needed to synthesize it. The reactants are: [Br:1][C:2]1[CH:7]=[C:6]([N+:8]([O-])=O)[CH:5]=[CH:4][C:3]=1[Cl:11].O.[Cl-].N. (2) Given the product [CH3:45][O:44][C:35]1[CH:36]=[C:37]([C:40]([F:43])([F:42])[F:41])[CH:38]=[CH:39][C:34]=1[C:33]([NH:32][CH2:31][CH2:30][N:28]1[CH:29]=[C:25]([C:23]([NH:22][C@H:8]([B:9]([OH:17])[OH:10])[CH2:7][C:1]2[CH:6]=[CH:5][CH:4]=[CH:3][CH:2]=2)=[O:24])[N:26]=[N:27]1)=[O:46], predict the reactants needed to synthesize it. The reactants are: [C:1]1([CH2:7][C@H:8]([NH:22][C:23]([C:25]2[N:26]=[N:27][N:28]([CH2:30][CH2:31][NH:32][C:33](=[O:46])[C:34]3[CH:39]=[CH:38][C:37]([C:40]([F:43])([F:42])[F:41])=[CH:36][C:35]=3[O:44][CH3:45])[CH:29]=2)=[O:24])[B:9]2[O:17][C@H]3[C@](C)([C@H]4C[C@@H](C3)C4(C)C)[O:10]2)[CH:6]=[CH:5][CH:4]=[CH:3][CH:2]=1.C(B(O)O)C(C)C.Cl. (3) Given the product [Cl:1][C:2]1[CH:3]=[C:4]2[C:8](=[CH:9][CH:10]=1)[N:7]([CH2:11][C:12]([OH:14])=[O:13])[C:6]([CH3:19])=[C:5]2[C:20]1[C:29]2[C:24](=[CH:25][CH:26]=[CH:27][CH:28]=2)[C:23](=[O:30])[N:22]([CH2:31][C:32]2[CH:37]=[C:36]([F:38])[CH:35]=[CH:34][C:33]=2[F:39])[N:21]=1, predict the reactants needed to synthesize it. The reactants are: [Cl:1][C:2]1[CH:3]=[C:4]2[C:8](=[CH:9][CH:10]=1)[N:7]([CH2:11][C:12]([O:14]C(C)(C)C)=[O:13])[C:6]([CH3:19])=[C:5]2[C:20]1[C:29]2[C:24](=[CH:25][CH:26]=[CH:27][CH:28]=2)[C:23](=[O:30])[N:22]([CH2:31][C:32]2[CH:37]=[C:36]([F:38])[CH:35]=[CH:34][C:33]=2[F:39])[N:21]=1.C(O)(C(F)(F)F)=O. (4) Given the product [CH2:17]([O:16][C:13]1[CH:14]=[CH:15][C:10]([CH2:9][C@H:8]([NH2:7])[CH2:24][N:25]2[CH2:30][CH2:29][O:28][CH2:27][CH2:26]2)=[CH:11][CH:12]=1)[C:18]1[CH:19]=[CH:20][CH:21]=[CH:22][CH:23]=1, predict the reactants needed to synthesize it. The reactants are: C(OC(=O)[NH:7][CH:8]([CH2:24][N:25]1[CH2:30][CH2:29][O:28][CH2:27][CH2:26]1)[CH2:9][C:10]1[CH:15]=[CH:14][C:13]([O:16][CH2:17][C:18]2[CH:23]=[CH:22][CH:21]=[CH:20][CH:19]=2)=[CH:12][CH:11]=1)(C)(C)C.FC(F)(F)C(O)=O. (5) Given the product [CH3:33][S:30]([N:27]1[CH2:26][CH2:25][N:24]([C:19]2[CH:3]=[C:8]([CH3:7])[N:9]=[C:21]([NH:15][C:5]3[CH:6]=[CH:7][C:8]([N:9]4[CH:13]=[C:12]([CH3:14])[N:11]=[CH:10]4)=[C:3]([O:2][CH3:1])[CH:4]=3)[N:20]=2)[CH2:29][CH2:28]1)(=[O:31])=[O:32], predict the reactants needed to synthesize it. The reactants are: [CH3:1][O:2][C:3]1[CH:4]=[C:5]([NH2:15])[CH:6]=[CH:7][C:8]=1[N:9]1[CH:13]=[C:12]([CH3:14])[N:11]=[CH:10]1.ClC1C=[C:21](C)[N:20]=[C:19]([N:24]2[CH2:29][CH2:28][N:27]([S:30]([CH3:33])(=[O:32])=[O:31])[CH2:26][CH2:25]2)N=1. (6) Given the product [O:3]=[C:2]([NH:1][CH2:4][CH2:5][CH2:6][CH2:7][NH:8][C:9](=[O:10])[NH:11][CH2:12][CH2:13][O:14][CH2:15][CH2:16][O:17][CH2:18][CH2:19][O:20][CH2:21][CH2:22][NH:23][S:24]([C:27]1[CH:28]=[CH:29][C:30]([CH:33]2[C:42]3[C:37](=[C:38]([Cl:44])[CH:39]=[C:40]([Cl:43])[CH:41]=3)[CH2:36][N:35]([CH3:45])[CH2:34]2)=[CH:31][CH:32]=1)(=[O:26])=[O:25])[NH:11][CH2:12][CH2:13][O:14][CH2:15][CH2:16][O:17][CH2:18][CH2:19][O:20][CH2:21][CH2:22][NH:23][S:24]([C:27]1[CH:28]=[CH:29][C:30]([CH:33]2[C:42]3[C:37](=[C:38]([Cl:44])[CH:39]=[C:40]([Cl:43])[CH:41]=3)[CH2:36][N:35]([CH3:45])[CH2:34]2)=[CH:31][CH:32]=1)(=[O:26])=[O:25], predict the reactants needed to synthesize it. The reactants are: [N:1]([CH2:4][CH2:5][CH2:6][CH2:7][N:8]=[C:9]=[O:10])=[C:2]=[O:3].[NH2:11][CH2:12][CH2:13][O:14][CH2:15][CH2:16][O:17][CH2:18][CH2:19][O:20][CH2:21][CH2:22][NH:23][S:24]([C:27]1[CH:32]=[CH:31][C:30]([CH:33]2[C:42]3[C:37](=[C:38]([Cl:44])[CH:39]=[C:40]([Cl:43])[CH:41]=3)[CH2:36][N:35]([CH3:45])[CH2:34]2)=[CH:29][CH:28]=1)(=[O:26])=[O:25].